From a dataset of Reaction yield outcomes from USPTO patents with 853,638 reactions. Predict the reaction yield, written as a fraction of the theoretical maximum amount of product (1.0 means a 100% yield; for example, 0.34 means a 34% yield). (1) The reactants are C(N(C(C)C)[P:5]([O:14][CH2:15][C:16]1[CH:21]=[CH:20][CH:19]=[CH:18][CH:17]=1)[O:6][CH2:7][C:8]1[CH:13]=[CH:12][CH:11]=[CH:10][CH:9]=1)(C)C.[F:25][C:26]1([F:60])[CH2:29][C:28]([CH2:31][O:32][C:33]2[CH:38]=[CH:37][C:36]([N:39]3[CH:44]=[CH:43][N:42]=[C:41]([S:45][C:46]4[CH:51]=[CH:50][C:49]([O:52][C:53]([F:56])([F:55])[F:54])=[CH:48][CH:47]=4)[C:40]3=[O:57])=[CH:35][C:34]=2[O:58][CH3:59])([OH:30])[CH2:27]1.N1C=NC=N1.[OH:66]O. The catalyst is ClCCCl.O.S([O-])([O-])(=O)=S.[Na+].[Na+]. The product is [P:5]([O:30][C:28]1([CH2:31][O:32][C:33]2[CH:38]=[CH:37][C:36]([N:39]3[CH:44]=[CH:43][N:42]=[C:41]([S:45][C:46]4[CH:47]=[CH:48][C:49]([O:52][C:53]([F:55])([F:54])[F:56])=[CH:50][CH:51]=4)[C:40]3=[O:57])=[CH:35][C:34]=2[O:58][CH3:59])[CH2:29][C:26]([F:25])([F:60])[CH2:27]1)([O:6][CH2:7][C:8]1[CH:9]=[CH:10][CH:11]=[CH:12][CH:13]=1)([O:14][CH2:15][C:16]1[CH:17]=[CH:18][CH:19]=[CH:20][CH:21]=1)=[O:66]. The yield is 0.770. (2) The reactants are Br[C:2]1[CH:3]=[C:4]2[C:9](=[CH:10][CH:11]=1)[CH:8]=[C:7]([O:12][CH2:13][CH2:14][N:15]1[CH2:20][CH2:19][CH2:18][CH2:17][CH:16]1[CH3:21])[CH:6]=[CH:5]2.C([Li])CCC.C[O:28][B:29](OC)[O:30]C.[Cl-].[NH4+]. The catalyst is C1COCC1.O. The product is [CH3:21][CH:16]1[CH2:17][CH2:18][CH2:19][CH2:20][N:15]1[CH2:14][CH2:13][O:12][C:7]1[CH:8]=[C:9]2[C:4](=[CH:5][CH:6]=1)[CH:3]=[C:2]([B:29]([OH:30])[OH:28])[CH:11]=[CH:10]2. The yield is 0.820. (3) The reactants are [C:1]1([C:16]2[CH:21]=[CH:20][CH:19]=[CH:18][CH:17]=2)[CH:6]=[CH:5][C:4]([CH2:7][C:8]([C:11]2[S:12][CH:13]=[CH:14][N:15]=2)=[N:9]O)=[CH:3][CH:2]=1. The catalyst is C(O)(=O)C.[Zn]. The product is [C:1]1([C:16]2[CH:21]=[CH:20][CH:19]=[CH:18][CH:17]=2)[CH:2]=[CH:3][C:4]([CH2:7][CH:8]([C:11]2[S:12][CH:13]=[CH:14][N:15]=2)[NH2:9])=[CH:5][CH:6]=1. The yield is 0.800. (4) The product is [F:14][C:7]1[CH:6]=[C:5]([CH2:4][C:3]([OH:15])=[O:2])[CH:10]=[CH:9][C:8]=1[N+:11]([O-:13])=[O:12]. No catalyst specified. The yield is 0.900. The reactants are C[O:2][C:3](=[O:15])[CH2:4][C:5]1[CH:10]=[CH:9][C:8]([N+:11]([O-:13])=[O:12])=[C:7]([F:14])[CH:6]=1.Cl. (5) The reactants are [OH:1][C:2]1[CH:3]=[C:4]([CH2:8][CH2:9][CH2:10][NH:11][C:12]2[N:17]=[C:16]([CH3:18])[C:15]([C:19]([NH:21][C@@H:22]([CH2:26][NH:27][C:28]([C:30]3[S:31][CH:32]=[CH:33][CH:34]=3)=[O:29])[C:23]([OH:25])=[O:24])=[O:20])=[C:14]([CH3:35])[N:13]=2)[CH:5]=[CH:6][CH:7]=1.S(Cl)(Cl)=O.[CH3:40][CH:41]([CH3:44])[CH2:42]O. The catalyst is O1CCOCC1.CCOC(C)=O. The product is [CH2:40]([O:24][C:23](=[O:25])[C@@H:22]([NH:21][C:19]([C:15]1[C:16]([CH3:18])=[N:17][C:12]([NH:11][CH2:10][CH2:9][CH2:8][C:4]2[CH:5]=[CH:6][CH:7]=[C:2]([OH:1])[CH:3]=2)=[N:13][C:14]=1[CH3:35])=[O:20])[CH2:26][NH:27][C:28]([C:30]1[S:31][CH:32]=[CH:33][CH:34]=1)=[O:29])[CH:41]([CH3:44])[CH3:42]. The yield is 0.610. (6) The yield is 0.673. The catalyst is CO. The product is [Cl:10][C:7]1[C:2]([OH:1])=[CH:3][CH:4]=[C:5]([CH3:8])[N:6]=1. The reactants are [OH:1][C:2]1[CH:3]=[CH:4][C:5]([CH3:8])=[N:6][CH:7]=1.C.[ClH:10]. (7) The yield is 0.560. The product is [CH2:1]([C:3]1[N:4]([C:35]2[CH:36]=[N:37][C:32]([O:31][CH:28]([CH3:30])[CH3:29])=[CH:33][CH:34]=2)[C:5](=[O:27])[C:6]([CH2:12][C:13]2[CH:18]=[CH:17][C:16]([C:19]3[C:20]([C:25]#[N:26])=[CH:21][CH:22]=[CH:23][CH:24]=3)=[CH:15][CH:14]=2)=[C:7]([CH2:9][CH2:10][CH3:11])[N:8]=1)[CH3:2]. The catalyst is ClCCl.C(OCC)(=O)C.C([O-])(=O)C.[Cu+2].C([O-])(=O)C. The reactants are [CH2:1]([C:3]1[NH:4][C:5](=[O:27])[C:6]([CH2:12][C:13]2[CH:18]=[CH:17][C:16]([C:19]3[C:20]([C:25]#[N:26])=[CH:21][CH:22]=[CH:23][CH:24]=3)=[CH:15][CH:14]=2)=[C:7]([CH2:9][CH2:10][CH3:11])[N:8]=1)[CH3:2].[CH:28]([O:31][C:32]1[N:37]=[CH:36][C:35](B(O)O)=[CH:34][CH:33]=1)([CH3:30])[CH3:29].C(N(CC)CC)C.N1C=CC=CC=1. (8) The reactants are [H-].C([Al+]CC(C)C)C(C)C.[Br:11][C:12]1[CH:21]=[C:20]([F:22])[CH:19]=[C:18]2[C:13]=1[CH:14]=[CH:15][C:16]([C:23](OC)=[O:24])=[CH:17]2.Cl. The catalyst is C1(C)C=CC=CC=1.C1COCC1. The product is [Br:11][C:12]1[CH:21]=[C:20]([F:22])[CH:19]=[C:18]2[C:13]=1[CH:14]=[CH:15][C:16]([CH2:23][OH:24])=[CH:17]2. The yield is 0.980. (9) The yield is 0.980. The catalyst is C1COCC1. The reactants are C([O:3][C:4]([C:6]1[NH:7][C:8]2[C:13]([CH:14]=1)=[CH:12][C:11]([N+:15]([O-])=O)=[CH:10][CH:9]=2)=O)C.[AlH4-].[Li+].O.[OH-].[Na+]. The product is [NH2:15][C:11]1[CH:12]=[C:13]2[C:8](=[CH:9][CH:10]=1)[NH:7][C:6]([CH2:4][OH:3])=[CH:14]2. (10) The reactants are ClC1C=[C:4]([N:8]2[C:12](N)=[CH:11][C:10](C(F)(F)F)=N2)[CH:5]=[CH:6][CH:7]=1.[C:18]([C:22]1[CH:26]=[C:25]([CH2:27][NH2:28])[N:24]([C:29]2[CH:34]=[CH:33][CH:32]=[C:31]([Cl:35])[CH:30]=2)[N:23]=1)([CH3:21])([CH3:20])[CH3:19].F[B-](F)(F)F.N1([O:50][C:51](N(C)C)=[N+](C)C)C2C=CC=CC=2N=N1.C(N(C(C)C)C(C)C)C. The catalyst is O1CCCC1.CN(C)C=O. The product is [C:18]([C:22]1[CH:26]=[C:25]([CH2:27][NH:28][C:51](=[O:50])[CH:11]([C:12]2[CH:7]=[CH:6][CH:5]=[CH:4][N:8]=2)[CH3:10])[N:24]([C:29]2[CH:34]=[CH:33][CH:32]=[C:31]([Cl:35])[CH:30]=2)[N:23]=1)([CH3:21])([CH3:19])[CH3:20]. The yield is 0.180.